Dataset: Peptide-MHC class I binding affinity with 185,985 pairs from IEDB/IMGT. Task: Regression. Given a peptide amino acid sequence and an MHC pseudo amino acid sequence, predict their binding affinity value. This is MHC class I binding data. (1) The peptide sequence is SIQKNTIFK. The MHC is HLA-A03:01 with pseudo-sequence HLA-A03:01. The binding affinity (normalized) is 0.783. (2) The peptide sequence is VQLSNNKYVL. The MHC is HLA-A02:03 with pseudo-sequence HLA-A02:03. The binding affinity (normalized) is 0.154.